Task: Predict the reactants needed to synthesize the given product.. Dataset: Full USPTO retrosynthesis dataset with 1.9M reactions from patents (1976-2016) (1) Given the product [N:1]1[N:2]([C:6]2[CH:32]=[CH:31][CH:30]=[CH:29][C:7]=2[C:8]([N:10]2[C@H:15]([CH3:16])[CH2:14][CH2:13][C@@H:12]([C:17]3[O:18][C:19]([CH:26]([CH3:27])[CH3:28])=[C:20]([C:22]([O:24][CH3:25])=[O:23])[N:21]=3)[CH2:11]2)=[O:9])[N:3]=[CH:4][CH:5]=1, predict the reactants needed to synthesize it. The reactants are: [N:1]1[N:2]([C:6]2[CH:32]=[CH:31][CH:30]=[CH:29][C:7]=2[C:8]([N:10]2[C@H:15]([CH3:16])[CH2:14][CH2:13][C@@H:12]([C:17]3[O:18][C:19]([C:26]([CH3:28])=[CH2:27])=[C:20]([C:22]([O:24][CH3:25])=[O:23])[N:21]=3)[CH2:11]2)=[O:9])[N:3]=[CH:4][CH:5]=1. (2) Given the product [C:11]([C:2]1([NH:1][C:16](=[O:25])[O:17][CH2:18][C:19]2[CH:24]=[CH:23][CH:22]=[CH:21][CH:20]=2)[CH2:3][CH2:4][C:5]([F:10])([CH2:8][OH:9])[CH2:6][CH2:7]1)#[N:12], predict the reactants needed to synthesize it. The reactants are: [NH2:1][C:2]1([C:11]#[N:12])[CH2:7][CH2:6][C:5]([F:10])([CH2:8][OH:9])[CH2:4][CH2:3]1.C(Cl)Cl.[C:16](Cl)(=[O:25])[O:17][CH2:18][C:19]1[CH:24]=[CH:23][CH:22]=[CH:21][CH:20]=1. (3) Given the product [NH:9]1[C:10]2[C:6](=[C:5]([C:3]3[N:4]=[C:21]([C:20]4[CH:19]=[N:18][C:17]([CH2:14][CH2:15][CH3:16])=[CH:25][CH:24]=4)[O:1][N:2]=3)[CH:13]=[CH:12][CH:11]=2)[CH:7]=[CH:8]1, predict the reactants needed to synthesize it. The reactants are: [OH:1][NH:2][C:3]([C:5]1[C:6]2[CH:7]=[CH:8][NH:9][C:10]=2[CH:11]=[CH:12][CH:13]=1)=[NH:4].[CH2:14]([C:17]1[CH:25]=[CH:24][C:20]([C:21](O)=O)=[CH:19][N:18]=1)[CH2:15][CH3:16].C(Cl)CCl.CCCC[N+](CCCC)(CCCC)CCCC.[F-]. (4) Given the product [C:15]([O:14][C:12](=[O:13])[NH:11][C:6]1([CH2:4][OH:3])[CH2:8][CH:7]1[CH:9]=[CH2:10])([CH3:18])([CH3:16])[CH3:17], predict the reactants needed to synthesize it. The reactants are: C([O:3][C:4]([C:6]1([NH:11][C:12]([O:14][C:15]([CH3:18])([CH3:17])[CH3:16])=[O:13])[CH2:8][CH:7]1[CH:9]=[CH2:10])=O)C.[BH4-].[Li+].CCCCCC.C(OCC)(=O)C.S(=O)(=O)(O)O. (5) Given the product [C:1]([C:5]1[CH:9]=[C:8]([NH:10][C:19](=[O:20])[O:21][C:22]2[CH:27]=[CH:26][CH:25]=[CH:24][CH:23]=2)[N:7]([C:11]2[C:12]([CH3:17])=[N:13][CH:14]=[CH:15][CH:16]=2)[N:6]=1)([CH3:4])([CH3:3])[CH3:2], predict the reactants needed to synthesize it. The reactants are: [C:1]([C:5]1[CH:9]=[C:8]([NH2:10])[N:7]([C:11]2[C:12]([CH3:17])=[N:13][CH:14]=[CH:15][CH:16]=2)[N:6]=1)([CH3:4])([CH3:3])[CH3:2].Cl[C:19]([O:21][C:22]1[CH:27]=[CH:26][CH:25]=[CH:24][CH:23]=1)=[O:20]. (6) Given the product [Cl:12][C:13]1[CH:22]=[CH:21][CH:20]=[C:19]([F:23])[C:14]=1[CH:15]([N:16]([CH3:18])[CH3:17])[C:10]1[C:9]2[C:4](=[CH:5][CH:6]=[CH:7][CH:8]=2)[NH:3][C:2]=1[CH3:1], predict the reactants needed to synthesize it. The reactants are: [CH3:1][C:2]1[NH:3][C:4]2[C:9]([CH:10]=1)=[CH:8][CH:7]=[CH:6][CH:5]=2.[Cl-].[Cl:12][C:13]1[CH:22]=[CH:21][CH:20]=[C:19]([F:23])[C:14]=1[CH:15]=[N+:16]([CH3:18])[CH3:17].ClC1C=CC=C(F)C=1C=O.CNC. (7) Given the product [CH3:29][C:28]1[CH:27]=[CH:26][C:4]([C:5]([NH:7][C:8]2[CH:13]=[CH:12][C:11]([CH2:14][N:15]3[CH2:20][CH2:19][N:18]([CH3:21])[CH2:17][CH2:16]3)=[C:10]([C:22]([F:23])([F:25])[F:24])[CH:9]=2)=[O:6])=[CH:3][C:2]=1[C:46]#[C:45][Si:42]([CH3:44])([CH3:43])[CH3:41], predict the reactants needed to synthesize it. The reactants are: I[C:2]1[CH:3]=[C:4]([CH:26]=[CH:27][C:28]=1[CH3:29])[C:5]([NH:7][C:8]1[CH:13]=[CH:12][C:11]([CH2:14][N:15]2[CH2:20][CH2:19][N:18]([CH3:21])[CH2:17][CH2:16]2)=[C:10]([C:22]([F:25])([F:24])[F:23])[CH:9]=1)=[O:6].N#N.C(N(CC)C(C)C)(C)C.[CH3:41][Si:42]([C:45]#[CH:46])([CH3:44])[CH3:43]. (8) Given the product [CH3:9][C:10]1[O:14][N:13]=[CH:12][C:11]=1[NH:15][C:5]([CH:1]1[CH2:4][CH2:3][CH2:2]1)=[O:6], predict the reactants needed to synthesize it. The reactants are: [CH:1]1([C:5](Cl)=[O:6])[CH2:4][CH2:3][CH2:2]1.Cl.[CH3:9][C:10]1[O:14][N:13]=[CH:12][C:11]=1[NH2:15].